From a dataset of Forward reaction prediction with 1.9M reactions from USPTO patents (1976-2016). Predict the product of the given reaction. (1) Given the reactants [NH2:1][C:2]1[S:3][CH:4]=[CH:5][C:6]=1[C:7]([O:9][CH3:10])=[O:8].C(O)(=O)C.[CH:15](=O)[CH2:16][CH2:17][CH3:18].C(O[BH-](OC(=O)C)OC(=O)C)(=O)C.[Na+], predict the reaction product. The product is: [CH2:15]([NH:1][C:2]1[S:3][CH:4]=[CH:5][C:6]=1[C:7]([O:9][CH3:10])=[O:8])[CH2:16][CH2:17][CH3:18]. (2) Given the reactants [CH3:1][C:2]1[N:6]=[C:5]([C:7]2[CH:15]=[CH:14][C:10]([C:11]([OH:13])=O)=[CH:9][CH:8]=2)[O:4][N:3]=1.CN(C(ON1N=NC2C=CC=NC1=2)=[N+](C)C)C.F[P-](F)(F)(F)(F)F.CCN(C(C)C)C(C)C.[Cl:49][C:50]1[CH:51]=[CH:52][C:53]([O:56][CH2:57][CH:58]2[CH2:63][CH2:62][NH:61][CH2:60][CH:59]2[C:64]2[CH:69]=[CH:68][C:67]([Cl:70])=[CH:66][CH:65]=2)=[N:54][CH:55]=1.Cl, predict the reaction product. The product is: [Cl:70][C:67]1[CH:68]=[CH:69][C:64]([CH:59]2[CH:58]([CH2:57][O:56][C:53]3[CH:52]=[CH:51][C:50]([Cl:49])=[CH:55][N:54]=3)[CH2:63][CH2:62][N:61]([C:11]([C:10]3[CH:9]=[CH:8][C:7]([C:5]4[O:4][N:3]=[C:2]([CH3:1])[N:6]=4)=[CH:15][CH:14]=3)=[O:13])[CH2:60]2)=[CH:65][CH:66]=1. (3) Given the reactants [O:1]([CH2:8][CH2:9][NH2:10])[C:2]1[CH:7]=[CH:6][CH:5]=[CH:4][CH:3]=1.[IH:11].[CH3:12][CH:13]1[C:22]2[C:17](=[CH:18][CH:19]=[CH:20][CH:21]=2)[N:16]=[C:15](SC)[NH:14]1, predict the reaction product. The product is: [IH:11].[CH3:12][CH:13]1[C:22]2[C:17](=[CH:18][CH:19]=[CH:20][CH:21]=2)[N:16]=[C:15]([NH:10][CH2:9][CH2:8][O:1][C:2]2[CH:7]=[CH:6][CH:5]=[CH:4][CH:3]=2)[NH:14]1. (4) Given the reactants C1(P(C2C=CC=CC=2)C2C=CC=CC=2)C=CC=CC=1.[Br:20]Br.C(N(CC)C(C)C)(C)C.[CH3:31][O:32][CH2:33][O:34][C:35]1[CH:36]=[C:37]([CH2:45]O)[CH:38]=[CH:39][C:40]=1[O:41][CH2:42][O:43][CH3:44], predict the reaction product. The product is: [Br:20][CH2:45][C:37]1[CH:38]=[CH:39][C:40]([O:41][CH2:42][O:43][CH3:44])=[C:35]([O:34][CH2:33][O:32][CH3:31])[CH:36]=1.